This data is from Peptide-MHC class I binding affinity with 185,985 pairs from IEDB/IMGT. The task is: Regression. Given a peptide amino acid sequence and an MHC pseudo amino acid sequence, predict their binding affinity value. This is MHC class I binding data. (1) The peptide sequence is RTGDIGCFK. The MHC is HLA-B35:01 with pseudo-sequence HLA-B35:01. The binding affinity (normalized) is 0.0847. (2) The peptide sequence is ILFMEMFFDY. The MHC is HLA-A68:01 with pseudo-sequence HLA-A68:01. The binding affinity (normalized) is 0.472. (3) The peptide sequence is MMMPMFNAF. The MHC is HLA-C06:02 with pseudo-sequence HLA-C06:02. The binding affinity (normalized) is 0.0847. (4) The peptide sequence is MLKLRQARL. The MHC is HLA-B18:01 with pseudo-sequence HLA-B18:01. The binding affinity (normalized) is 0.0847. (5) The binding affinity (normalized) is 0. The peptide sequence is QTNITMSA. The MHC is HLA-B27:05 with pseudo-sequence HLA-B27:05.